Dataset: Peptide-MHC class I binding affinity with 185,985 pairs from IEDB/IMGT. Task: Regression. Given a peptide amino acid sequence and an MHC pseudo amino acid sequence, predict their binding affinity value. This is MHC class I binding data. (1) The peptide sequence is LPKRSVMLI. The MHC is HLA-A24:02 with pseudo-sequence HLA-A24:02. The binding affinity (normalized) is 0. (2) The binding affinity (normalized) is 0.213. The peptide sequence is RLHRLLLMR. The MHC is HLA-A23:01 with pseudo-sequence HLA-A23:01. (3) The peptide sequence is PLLCTLNKSH. The MHC is HLA-A11:01 with pseudo-sequence HLA-A11:01. The binding affinity (normalized) is 0. (4) The peptide sequence is RPMFAVGLLF. The MHC is HLA-B35:01 with pseudo-sequence HLA-B35:01. The binding affinity (normalized) is 0.369. (5) The binding affinity (normalized) is 0. The MHC is HLA-A02:06 with pseudo-sequence HLA-A02:06. The peptide sequence is RRRWRRLTV. (6) The peptide sequence is LNMETLNMTM. The MHC is HLA-A02:02 with pseudo-sequence HLA-A02:02. The binding affinity (normalized) is 0.372. (7) The peptide sequence is NEMGLLETTK. The MHC is HLA-B44:02 with pseudo-sequence HLA-B44:02. The binding affinity (normalized) is 0.313.